Dataset: Peptide-MHC class II binding affinity with 134,281 pairs from IEDB. Task: Regression. Given a peptide amino acid sequence and an MHC pseudo amino acid sequence, predict their binding affinity value. This is MHC class II binding data. (1) The peptide sequence is SPHHKKLAQAVMEMT. The MHC is HLA-DQA10102-DQB10501 with pseudo-sequence HLA-DQA10102-DQB10501. The binding affinity (normalized) is 0.368. (2) The peptide sequence is AVPWYAVAFNAIVAA. The MHC is H-2-IAd with pseudo-sequence H-2-IAd. The binding affinity (normalized) is 0.575. (3) The peptide sequence is RQELYLMGSLVHSMLV. The MHC is DRB1_1501 with pseudo-sequence DRB1_1501. The binding affinity (normalized) is 0.607. (4) The peptide sequence is AAAQASAAAAAYEAA. The MHC is HLA-DPA10201-DPB10101 with pseudo-sequence HLA-DPA10201-DPB10101. The binding affinity (normalized) is 0.108. (5) The peptide sequence is EKKYFAATQFEPFAA. The MHC is DRB1_0701 with pseudo-sequence DRB1_0701. The binding affinity (normalized) is 0.660. (6) The peptide sequence is SLLVAPMPTASTAQI. The MHC is HLA-DQA10401-DQB10402 with pseudo-sequence HLA-DQA10401-DQB10402. The binding affinity (normalized) is 0.364.